Predict the product of the given reaction. From a dataset of Forward reaction prediction with 1.9M reactions from USPTO patents (1976-2016). (1) Given the reactants [CH3:1][C:2]1[CH:10]=[CH:9][C:5]([C:6]([NH2:8])=O)=[CH:4][C:3]=1[C:11]1[C:22](=[O:23])[N:21]([CH3:24])[C:14]2[N:15]=[C:16]([S:19][CH3:20])[N:17]=[CH:18][C:13]=2[CH:12]=1.[NH2:25]N.C[N:28]([CH:30](OC)OC)C, predict the reaction product. The product is: [CH3:24][N:21]1[C:14]2[N:15]=[C:16]([S:19][CH3:20])[N:17]=[CH:18][C:13]=2[CH:12]=[C:11]([C:3]2[CH:4]=[C:5]([C:6]3[NH:8][CH:30]=[N:28][N:25]=3)[CH:9]=[CH:10][C:2]=2[CH3:1])[C:22]1=[O:23]. (2) Given the reactants [F:1][C:2]1[CH:15]=[CH:14][C:5]([O:6][C:7]2[CH:13]=[CH:12][C:10]([NH2:11])=[CH:9][CH:8]=2)=[CH:4][CH:3]=1.[CH2:16]([O:23][C:24]([NH:26][CH2:27][CH2:28][CH2:29][C@H:30]([NH:34]C(OC(C)(C)C)=O)[C:31](O)=[O:32])=[O:25])[C:17]1[CH:22]=[CH:21][CH:20]=[CH:19][CH:18]=1, predict the reaction product. The product is: [NH2:34][C@H:30]([C:31]([NH:11][C:10]1[CH:12]=[CH:13][C:7]([O:6][C:5]2[CH:14]=[CH:15][C:2]([F:1])=[CH:3][CH:4]=2)=[CH:8][CH:9]=1)=[O:32])[CH2:29][CH2:28][CH2:27][NH:26][C:24](=[O:25])[O:23][CH2:16][C:17]1[CH:22]=[CH:21][CH:20]=[CH:19][CH:18]=1. (3) Given the reactants [CH3:1][O:2][C:3](=[O:36])[CH2:4][O:5][C:6]1[CH:11]=[C:10]([CH3:12])[C:9]([C:13]2[NH:17][C:16]3[CH:18]=[C:19]([C:22]([NH:24][NH:25][C:26](=O)[C:27]4[CH:32]=[CH:31][C:30]([Cl:33])=[CH:29][CH:28]=4)=[O:23])[CH:20]=[CH:21][C:15]=3[N:14]=2)=[C:8]([CH3:35])[CH:7]=1.CC[N+](S(N=C(OC)[O-])(=O)=O)(CC)CC, predict the reaction product. The product is: [CH3:1][O:2][C:3](=[O:36])[CH2:4][O:5][C:6]1[CH:11]=[C:10]([CH3:12])[C:9]([C:13]2[NH:17][C:16]3[CH:18]=[C:19]([C:22]4[O:23][C:26]([C:27]5[CH:28]=[CH:29][C:30]([Cl:33])=[CH:31][CH:32]=5)=[N:25][N:24]=4)[CH:20]=[CH:21][C:15]=3[N:14]=2)=[C:8]([CH3:35])[CH:7]=1. (4) Given the reactants Br[C:2]1[CH:31]=[CH:30][C:5]([CH2:6][NH:7][S:8]([C:11]2[CH:16]=[C:15]([S:17]([C:20]3[CH:25]=[CH:24][CH:23]=[CH:22][CH:21]=3)(=[O:19])=[O:18])[CH:14]=[CH:13][C:12]=2[C:26]([F:29])([F:28])[F:27])(=[O:10])=[O:9])=[CH:4][CH:3]=1.B(O)(O)[C:33]1[CH:38]=[CH:37][CH:36]=[C:35]([C:39]([O:41][C:42]([CH3:45])([CH3:44])[CH3:43])=[O:40])[CH:34]=1.C(=O)([O-])[O-].[Na+].[Na+], predict the reaction product. The product is: [C:42]([O:41][C:39]([C:35]1[CH:34]=[C:33]([C:2]2[CH:3]=[CH:4][C:5]([CH2:6][NH:7][S:8]([C:11]3[CH:16]=[C:15]([S:17]([C:20]4[CH:21]=[CH:22][CH:23]=[CH:24][CH:25]=4)(=[O:19])=[O:18])[CH:14]=[CH:13][C:12]=3[C:26]([F:27])([F:28])[F:29])(=[O:9])=[O:10])=[CH:30][CH:31]=2)[CH:38]=[CH:37][CH:36]=1)=[O:40])([CH3:45])([CH3:44])[CH3:43]. (5) Given the reactants [CH:1]1[C:13]2[CH:12]([CH2:14][O:15][C:16]([N:18]3[C:23]4[CH:24]=[CH:25][C:26]([C:28]5[NH:29][C:30]([C:33]#[N:34])=[CH:31][CH:32]=5)=[CH:27][C:22]=4[C:21]([CH3:36])([CH3:35])[O:20][CH:19]3[CH3:37])=[O:17])[C:11]3[C:6](=[CH:7][CH:8]=[CH:9][CH:10]=3)[C:5]=2[CH:4]=[CH:3][CH:2]=1.[C:38](=O)([O-])[O-].[K+].[K+].IC.S([O-])([O-])(=O)=O.[NH4+].[NH4+], predict the reaction product. The product is: [C:33]([C:30]1[N:29]([CH3:38])[C:28]([C:26]2[CH:25]=[CH:24][C:23]3[N:18]([C:16]([O:15][CH2:14][CH:12]4[C:13]5[CH:1]=[CH:2][CH:3]=[CH:4][C:5]=5[C:6]5[C:11]4=[CH:10][CH:9]=[CH:8][CH:7]=5)=[O:17])[CH:19]([CH3:37])[O:20][C:21]([CH3:36])([CH3:35])[C:22]=3[CH:27]=2)=[CH:32][CH:31]=1)#[N:34]. (6) Given the reactants Cl[C:2]1[N:7]=[CH:6][N:5]=[C:4]([NH:8][C:9]2[CH:33]=[CH:32][C:12]([C:13]([NH:15][C:16]3[S:20][N:19]=[C:18]([C:21]4[CH:26]=[CH:25][C:24]([F:27])=[C:23]([C:28]([F:31])([F:30])[F:29])[CH:22]=4)[N:17]=3)=[O:14])=[CH:11][CH:10]=2)[CH:3]=1.[NH2:34][CH2:35][C@@H:36]([C@@H:38]1[CH2:42][O:41][C:40]([CH3:44])([CH3:43])[O:39]1)[OH:37], predict the reaction product. The product is: [OH:37][C@H:36]([C@@H:38]1[CH2:42][O:41][C:40]([CH3:44])([CH3:43])[O:39]1)[CH2:35][NH:34][C:2]1[N:7]=[CH:6][N:5]=[C:4]([NH:8][C:9]2[CH:33]=[CH:32][C:12]([C:13]([NH:15][C:16]3[S:20][N:19]=[C:18]([C:21]4[CH:26]=[CH:25][C:24]([F:27])=[C:23]([C:28]([F:31])([F:30])[F:29])[CH:22]=4)[N:17]=3)=[O:14])=[CH:11][CH:10]=2)[CH:3]=1.